This data is from Forward reaction prediction with 1.9M reactions from USPTO patents (1976-2016). The task is: Predict the product of the given reaction. (1) Given the reactants [CH3:1][Si](C=[N+]=[N-])(C)C.[CH3:8][N:9]1[CH:13]=[C:12]([C:14]([OH:16])=[O:15])[CH:11]=[N:10]1, predict the reaction product. The product is: [CH3:8][N:9]1[CH:13]=[C:12]([C:14]([O:16][CH3:1])=[O:15])[CH:11]=[N:10]1. (2) Given the reactants C1C=CC(P(C2C=CC=CC=2)C2C=CC=CC=2)=CC=1.O=P12OP3(OP(OP(O3)(O1)=O)(=O)O2)=O.[C:34]([NH:41][C@H:42]([C:45]([OH:47])=[O:46])[CH2:43]O)([O:36][C:37]([CH3:40])([CH3:39])[CH3:38])=[O:35].CCOCC, predict the reaction product. The product is: [C:37]([O:36][C:34](=[O:35])[NH:41][C@H:42]1[CH2:43][O:47][C:45]1=[O:46])([CH3:38])([CH3:39])[CH3:40]. (3) Given the reactants [CH:1](NC(C)C)(C)C.C([Li])CCC.[F:13][C:14]1[CH:19]=[CH:18][C:17]([N:20]2[CH:24]=[C:23]([C:25]#[C:26][C:27]3[CH:32]=[CH:31][N:30]=[C:29]([CH3:33])[CH:28]=3)[N:22]=[C:21]2[CH3:34])=[CH:16][CH:15]=1.CI, predict the reaction product. The product is: [F:13][C:14]1[CH:19]=[CH:18][C:17]([N:20]2[C:24]([CH3:1])=[C:23]([C:25]#[C:26][C:27]3[CH:32]=[CH:31][N:30]=[C:29]([CH3:33])[CH:28]=3)[N:22]=[C:21]2[CH3:34])=[CH:16][CH:15]=1. (4) Given the reactants [Cl:1][C:2]1[CH:7]=[CH:6][CH:5]=[C:4]([Cl:8])[C:3]=1[CH2:9][C:10]([OH:12])=O.CN(C=O)C.S(Cl)([Cl:20])=O, predict the reaction product. The product is: [Cl:1][C:2]1[CH:7]=[CH:6][CH:5]=[C:4]([Cl:8])[C:3]=1[CH2:9][C:10]([Cl:20])=[O:12].